Task: Predict which catalyst facilitates the given reaction.. Dataset: Catalyst prediction with 721,799 reactions and 888 catalyst types from USPTO (1) Reactant: [CH2:1]1[CH:9]2[N:4]([CH2:5][CH2:6][CH:7]([C:10]3[C:18]4[C:13](=[CH:14][CH:15]=[N:16][CH:17]=4)[NH:12][CH:11]=3)[CH2:8]2)[CH2:3][CH2:2]1.[C:19]1([S:25](Cl)(=[O:27])=[O:26])[CH:24]=[CH:23][CH:22]=[CH:21][CH:20]=1.C[Si]([N-][Si](C)(C)C)(C)C.[Na+]. Product: [CH2:1]1[CH:9]2[N:4]([CH2:5][CH2:6][CH:7]([C:10]3[C:18]4[C:13](=[CH:14][CH:15]=[N:16][CH:17]=4)[N:12]([S:25]([C:19]4[CH:24]=[CH:23][CH:22]=[CH:21][CH:20]=4)(=[O:27])=[O:26])[CH:11]=3)[CH2:8]2)[CH2:3][CH2:2]1. The catalyst class is: 1. (2) Reactant: [C:1]([N:5]1[CH:9]=[C:8]([CH2:10][OH:11])/[C:7](=[N:12]/[C:13](=[O:23])[C:14]2[CH:19]=[C:18]([Cl:20])[CH:17]=[CH:16][C:15]=2[O:21][CH3:22])/[S:6]1)([CH3:4])([CH3:3])[CH3:2].C(N(CC)CC)C.[CH3:31][S:32](Cl)(=[O:34])=[O:33]. Product: [CH3:31][S:32]([O:11][CH2:10][C:8]1=[CH:9][N:5]([C:1]([CH3:4])([CH3:3])[CH3:2])[S:6]/[C:7]/1=[N:12]\[C:13]([C:14]1[CH:19]=[C:18]([Cl:20])[CH:17]=[CH:16][C:15]=1[O:21][CH3:22])=[O:23])(=[O:34])=[O:33]. The catalyst class is: 34. (3) Reactant: CS([O:5][C@H:6]1[CH2:10][CH2:9][O:8][CH2:7]1)(=O)=O.[OH:11][CH2:12][C:13]1[CH:14]=[C:15]([C:19]2[C:24]([CH3:25])=[CH:23][C:22](O)=[CH:21][C:20]=2[CH3:27])[CH:16]=[CH:17][CH:18]=1.C(=O)([O-])[O-].[Cs+].[Cs+]. Product: [CH3:25][C:24]1[CH:23]=[C:22]([O:5][C@@H:6]2[CH2:10][CH2:9][O:8][CH2:7]2)[CH:21]=[C:20]([CH3:27])[C:19]=1[C:15]1[CH:16]=[CH:17][CH:18]=[C:13]([CH2:12][OH:11])[CH:14]=1. The catalyst class is: 9. (4) Reactant: [NH2:1][CH2:2][C@@H:3]1[C@H:7]([OH:8])[CH2:6][N:5]([CH2:9][CH2:10][N:11]2[C:20]3[C:15](=[N:16][CH:17]=[C:18]([F:21])[CH:19]=3)[CH:14]=[CH:13][C:12]2=[O:22])[CH2:4]1.[O:23]=[C:24]1[CH2:29][S:28][C:27]2[CH:30]=[CH:31][C:32]([CH:34]=O)=[N:33][C:26]=2[NH:25]1.C(=O)([O-])[O-].[Na+].[Na+].C(O[BH-](OC(=O)C)OC(=O)C)(=O)C.[Na+].C(Cl)[Cl:57]. Product: [ClH:57].[F:21][C:18]1[CH:19]=[C:20]2[C:15]([CH:14]=[CH:13][C:12](=[O:22])[N:11]2[CH2:10][CH2:9][N:5]2[CH2:6][C@@H:7]([OH:8])[C@@H:3]([CH2:2][NH:1][CH2:34][C:32]3[CH:31]=[CH:30][C:27]4[S:28][CH2:29][C:24](=[O:23])[NH:25][C:26]=4[N:33]=3)[CH2:4]2)=[N:16][CH:17]=1. The catalyst class is: 5. (5) Reactant: [F:1][C:2]1[C:7]([NH2:8])=[CH:6][CH:5]=[C:4]([F:9])[C:3]=1[NH:10][C:11]1[C:16]([C:17]2[N:25]=[CH:24][N:23]=[C:22]3[C:18]=2[N:19]=[CH:20][N:21]3[CH:26]2[CH2:31][CH2:30][CH2:29][CH2:28][O:27]2)=[CH:15][CH:14]=[CH:13][N:12]=1.[CH3:32][C:33]1[S:34][C:35]2[CH:41]=[C:40]([S:42](Cl)(=[O:44])=[O:43])[CH:39]=[CH:38][C:36]=2[N:37]=1.N1C=CC=CC=1. Product: [F:1][C:2]1[C:3]([NH:10][C:11]2[C:16]([C:17]3[N:25]=[CH:24][N:23]=[C:22]4[C:18]=3[N:19]=[CH:20][N:21]4[CH:26]3[CH2:31][CH2:30][CH2:29][CH2:28][O:27]3)=[CH:15][CH:14]=[CH:13][N:12]=2)=[C:4]([F:9])[CH:5]=[CH:6][C:7]=1[NH:8][S:42]([C:40]1[CH:39]=[CH:38][C:36]2[N:37]=[C:33]([CH3:32])[S:34][C:35]=2[CH:41]=1)(=[O:43])=[O:44]. The catalyst class is: 4. (6) Reactant: [Br:1][C:2]1[C:3]([C@@H:12]([NH:22][C:23](=[O:29])[O:24][C:25]([CH3:28])([CH3:27])[CH3:26])[CH2:13][C:14]2[CH:19]=[C:18]([F:20])[CH:17]=[C:16]([F:21])[CH:15]=2)=[N:4][C:5](S(C)(=O)=O)=[N:6][CH:7]=1.[NH:30]1[CH:34]=[N:33][CH:32]=[N:31]1.C(N(CC)CC)C. Product: [Br:1][C:2]1[C:3]([C@@H:12]([NH:22][C:23](=[O:29])[O:24][C:25]([CH3:28])([CH3:27])[CH3:26])[CH2:13][C:14]2[CH:19]=[C:18]([F:20])[CH:17]=[C:16]([F:21])[CH:15]=2)=[N:4][C:5]([N:30]2[CH:34]=[N:33][CH:32]=[N:31]2)=[N:6][CH:7]=1. The catalyst class is: 3.